This data is from Reaction yield outcomes from USPTO patents with 853,638 reactions. The task is: Predict the reaction yield, written as a fraction of the theoretical maximum amount of product (1.0 means a 100% yield; for example, 0.34 means a 34% yield). (1) The reactants are [CH3:1][O:2][C:3]1[CH:8]=[CH:7][C:6]([CH:9]([C:11]2[CH:16]=[CH:15][C:14]([O:17][CH3:18])=[CH:13][CH:12]=2)O)=[CH:5][CH:4]=1.N1C=CC=CC=1.P(Br)(Br)[Br:26]. The catalyst is C1(C)C=CC=CC=1. The product is [Br:26][CH:9]([C:11]1[CH:16]=[CH:15][C:14]([O:17][CH3:18])=[CH:13][CH:12]=1)[C:6]1[CH:7]=[CH:8][C:3]([O:2][CH3:1])=[CH:4][CH:5]=1. The yield is 0.310. (2) The reactants are [Br:1][C:2]1[CH:3]=[N:4][C:5](F)=[C:6]([CH:19]=1)[C:7]([C:9](=[CH:15][N:16]([CH3:18])C)[C:10]([O:12][CH2:13][CH3:14])=[O:11])=[O:8].N[C@@H:22]1[CH2:27]C[CH2:25][N:24]([C:28]([O:30][C:31]([CH3:34])([CH3:33])[CH3:32])=[O:29])[CH2:23]1.C(=O)([O-])[O-].[K+].[K+].Cl. The catalyst is C1COCC1.CN(C=O)C. The product is [Br:1][C:2]1[CH:19]=[C:6]2[C:5](=[N:4][CH:3]=1)[N:16]([C@@H:18]1[CH2:27][CH2:22][CH2:23][N:24]([C:28]([O:30][C:31]([CH3:32])([CH3:34])[CH3:33])=[O:29])[CH2:25]1)[CH:15]=[C:9]([C:10]([O:12][CH2:13][CH3:14])=[O:11])[C:7]2=[O:8]. The yield is 0.750. (3) The reactants are [NH:1]([CH2:8][CH2:9][C:10]([NH:12][NH:13][C:14]([C:16]1[NH:17][C:18]2[C:23]([CH:24]=1)=[CH:22][C:21]([Cl:25])=[CH:20][CH:19]=2)=[O:15])=[O:11])[C:2]1[CH:7]=[CH:6][CH:5]=[CH:4][CH:3]=1.C(N(CC)CC)C.Cl[C:34](Cl)([O:36]C(=O)OC(Cl)(Cl)Cl)Cl.O. The catalyst is C1COCC1. The product is [O:36]=[C:34]1[N:12]([NH:13][C:14]([C:16]2[NH:17][C:18]3[C:23]([CH:24]=2)=[CH:22][C:21]([Cl:25])=[CH:20][CH:19]=3)=[O:15])[C:10](=[O:11])[CH2:9][CH2:8][N:1]1[C:2]1[CH:3]=[CH:4][CH:5]=[CH:6][CH:7]=1. The yield is 0.620. (4) No catalyst specified. The reactants are [CH3:1][O:2][C:3]1[C:4](=[O:25])[C:5]([CH3:24])=[C:6]([CH2:12][C:13]2[CH:18]=[CH:17][C:16]([CH2:19][CH2:20][C:21](O)=[O:22])=[CH:15][CH:14]=2)[C:7](=[O:11])[C:8]=1[O:9][CH3:10].[CH2:26]([NH2:33])[C:27]1[CH:32]=[CH:31][CH:30]=[CH:29][CH:28]=1. The product is [CH3:1][O:2][C:3]1[C:4](=[O:25])[C:5]([CH3:24])=[C:6]([CH2:12][C:13]2[CH:14]=[CH:15][C:16]([CH2:19][CH2:20][C:21]([NH:33][CH2:26][C:27]3[CH:32]=[CH:31][CH:30]=[CH:29][CH:28]=3)=[O:22])=[CH:17][CH:18]=2)[C:7](=[O:11])[C:8]=1[O:9][CH3:10]. The yield is 0.130. (5) The reactants are Cl[CH2:2][C:3]([NH:5][C:6]1[CH:7]=[C:8]([CH:13]([CH3:19])[C:14]([O:16][CH2:17][CH3:18])=[O:15])[CH:9]=[CH:10][C:11]=1[OH:12])=[O:4].C(=O)([O-])[O-].[K+].[K+].O. The catalyst is CC(C)=O. The product is [O:4]=[C:3]1[CH2:2][O:12][C:11]2[CH:10]=[CH:9][C:8]([CH:13]([CH3:19])[C:14]([O:16][CH2:17][CH3:18])=[O:15])=[CH:7][C:6]=2[NH:5]1. The yield is 0.920. (6) The reactants are [CH3:1][C:2]1[N:36]=[C:5]2[N:6]([CH:29]3[CH2:34][CH2:33][C:32](=[O:35])[CH2:31][CH2:30]3)[C:7](=[O:28])[C:8]([CH2:13][C:14]3[CH:19]=[CH:18][C:17]([C:20]4[C:21]([C:26]#[N:27])=[CH:22][CH:23]=[CH:24][CH:25]=4)=[CH:16][CH:15]=3)=[C:9]([CH2:10][CH2:11][CH3:12])[N:4]2[N:3]=1.[CH3:37][CH:38]([OH:42])[CH:39](O)[CH3:40].[CH3:43]C1C=CC(S(O)(=O)=O)=CC=1.C(=O)([O-])O.[Na+].CC(OI1(OC(C)=O)(OC(C)=O)OC(=O)C2C=CC=CC1=2)=O.S([O-])([O-])(=O)=S.[Na+].[Na+]. The catalyst is C(#N)C.C1(C)C=CC=CC=1. The product is [OH:42][C:38]([CH3:43])([CH3:37])[CH:39]([CH3:40])[O:35][C@H:32]1[CH2:31][CH2:30][C@H:29]([N:6]2[C:7](=[O:28])[C:8]([CH2:13][C:14]3[CH:15]=[CH:16][C:17]([C:20]4[C:21]([C:26]#[N:27])=[CH:22][CH:23]=[CH:24][CH:25]=4)=[CH:18][CH:19]=3)=[C:9]([CH2:10][CH2:11][CH3:12])[N:4]3[N:3]=[C:2]([CH3:1])[N:36]=[C:5]23)[CH2:34][CH2:33]1. The yield is 0.100.